This data is from Full USPTO retrosynthesis dataset with 1.9M reactions from patents (1976-2016). The task is: Predict the reactants needed to synthesize the given product. (1) Given the product [CH3:1][O:2][C:3](=[O:14])[C:4]1[CH:5]=[CH:6][C:7]([C:10]2([C:11]#[N:12])[CH2:20][CH2:19][O:18][CH2:17][CH2:16]2)=[CH:8][CH:9]=1, predict the reactants needed to synthesize it. The reactants are: [CH3:1][O:2][C:3](=[O:14])[C:4]1[CH:9]=[CH:8][C:7]([CH2:10][C:11]#[N:12])=[CH:6][C:5]=1C.Br[CH2:16][CH2:17][O:18][CH2:19][CH2:20]Br.C[Si]([N-][Si](C)(C)C)(C)C.[K+]. (2) Given the product [Br:1][C:2]1[CH:3]=[C:4]2[C:9](=[CH:10][CH:11]=1)[N:8]=[C:7]([CH3:12])[C:6]([C:13]([OH:15])=[O:14])=[C:5]2[C:20]1[CH:25]=[CH:24][C:23]([F:26])=[CH:22][CH:21]=1, predict the reactants needed to synthesize it. The reactants are: [Br:1][C:2]1[CH:3]=[C:4]2[C:9](=[CH:10][CH:11]=1)[N:8]=[C:7]([CH3:12])[C:6]([C:13]([O:15]C(C)(C)C)=[O:14])=[C:5]2[C:20]1[CH:25]=[CH:24][C:23]([F:26])=[CH:22][CH:21]=1.C(O)(C(F)(F)F)=O.